This data is from Full USPTO retrosynthesis dataset with 1.9M reactions from patents (1976-2016). The task is: Predict the reactants needed to synthesize the given product. (1) Given the product [C:31]([C:28]1[CH:29]=[CH:30][N:25]2[N:24]=[CH:23][C:22]([C:18]3[N:17]=[C:16]([NH:1][C@@H:2]4[CH2:7][CH2:6][CH2:5][N:4]([C:8]([O:10][C:11]([CH3:14])([CH3:13])[CH3:12])=[O:9])[CH2:3]4)[CH:21]=[CH:20][N:19]=3)=[C:26]2[CH:27]=1)#[N:32].[N:40]1([O:15][C:16]2[CH:21]=[CH:20][N:19]=[C:18]([C:22]3[CH:23]=[N:24][N:25]4[CH:30]=[CH:29][C:28]([C:31]#[N:32])=[CH:27][C:26]=34)[N:17]=2)[C:44]2[CH:45]=[CH:46][CH:47]=[CH:48][C:43]=2[N:42]=[N:41]1, predict the reactants needed to synthesize it. The reactants are: [NH2:1][C@@H:2]1[CH2:7][CH2:6][CH2:5][N:4]([C:8]([O:10][C:11]([CH3:14])([CH3:13])[CH3:12])=[O:9])[CH2:3]1.[OH:15][C:16]1[CH:21]=[CH:20][N:19]=[C:18]([C:22]2[CH:23]=[N:24][N:25]3[CH:30]=[CH:29][C:28]([C:31]#[N:32])=[CH:27][C:26]=23)[N:17]=1.F[P-](F)(F)(F)(F)F.[N:40]1(O[P+](N(C)C)(N(C)C)N(C)C)[C:44]2[CH:45]=[CH:46][CH:47]=[CH:48][C:43]=2[N:42]=[N:41]1.N12CCCN=C1CCCCC2. (2) Given the product [ClH:25].[Cl:25][CH2:2][C:3]1[CH:12]=[CH:11][C:10]2[C:5](=[C:6]([C:13]3[C:22]4[C:17](=[CH:18][CH:19]=[CH:20][CH:21]=4)[CH:16]=[CH:15][CH:14]=3)[CH:7]=[CH:8][CH:9]=2)[N:4]=1, predict the reactants needed to synthesize it. The reactants are: O[CH2:2][C:3]1[CH:12]=[CH:11][C:10]2[C:5](=[C:6]([C:13]3[C:22]4[C:17](=[CH:18][CH:19]=[CH:20][CH:21]=4)[CH:16]=[CH:15][CH:14]=3)[CH:7]=[CH:8][CH:9]=2)[N:4]=1.O=S(Cl)[Cl:25].